This data is from Reaction yield outcomes from USPTO patents with 853,638 reactions. The task is: Predict the reaction yield, written as a fraction of the theoretical maximum amount of product (1.0 means a 100% yield; for example, 0.34 means a 34% yield). (1) The reactants are S(=O)(=O)(O)O.FC(F)(F)C(O)=O.[F:13][C:14]1[CH:20]=[CH:19][C:17]([NH2:18])=[CH:16][CH:15]=1.N([O-])=O.[Na+].[N-:25]=[N+:26]=[N-].[Na+]. The catalyst is O. The product is [N:18]([C:17]1[CH:19]=[CH:20][C:14]([F:13])=[CH:15][CH:16]=1)=[N+:25]=[N-:26]. The yield is 0.960. (2) The reactants are Br[C:2]1[CH:11]=[C:10]2[C:5]([CH:6]=[CH:7][N:8]([CH2:13][C:14]3[CH:15]=[C:16]([CH:19]=[CH:20][CH:21]=3)[C:17]#[N:18])[C:9]2=[O:12])=[CH:4][CH:3]=1.[C:22]1([CH2:28][C:29]#[CH:30])[CH:27]=[CH:26][CH:25]=[CH:24][CH:23]=1.C(N(CC)CC)C. The catalyst is CN(C)C=O.[Cu]I.C1C=CC([P]([Pd]([P](C2C=CC=CC=2)(C2C=CC=CC=2)C2C=CC=CC=2)([P](C2C=CC=CC=2)(C2C=CC=CC=2)C2C=CC=CC=2)[P](C2C=CC=CC=2)(C2C=CC=CC=2)C2C=CC=CC=2)(C2C=CC=CC=2)C2C=CC=CC=2)=CC=1. The product is [O:12]=[C:9]1[C:10]2[C:5](=[CH:4][CH:3]=[C:2]([C:30]#[C:29][CH2:28][C:22]3[CH:27]=[CH:26][CH:25]=[CH:24][CH:23]=3)[CH:11]=2)[CH:6]=[CH:7][N:8]1[CH2:13][C:14]1[CH:15]=[C:16]([CH:19]=[CH:20][CH:21]=1)[C:17]#[N:18]. The yield is 0.789. (3) The catalyst is CN(C=O)C. The yield is 0.990. The product is [CH3:3][O:4][C:5]1[CH:12]=[CH:11][C:8]([CH2:9][O:10][C:14]2[CH:15]=[CH:16][C:17]([N+:29]([O-:31])=[O:30])=[C:18]([CH2:20][NH:21][C:22](=[O:28])[O:23][C:24]([CH3:27])([CH3:25])[CH3:26])[CH:19]=2)=[CH:7][CH:6]=1. The reactants are [H-].[Na+].[CH3:3][O:4][C:5]1[CH:12]=[CH:11][C:8]([CH2:9][OH:10])=[CH:7][CH:6]=1.Cl[C:14]1[CH:15]=[CH:16][C:17]([N+:29]([O-:31])=[O:30])=[C:18]([CH2:20][NH:21][C:22](=[O:28])[O:23][C:24]([CH3:27])([CH3:26])[CH3:25])[CH:19]=1.O. (4) The reactants are Br[C:2]1[CH:3]=[N:4][CH:5]=[CH:6][CH:7]=1.[CH3:8][C@@H:9]([OH:13])[CH2:10][CH:11]=[CH2:12].C(N(CC)CC)C.C(#N)C. The catalyst is O.C([O-])(=O)C.[Pd+2].C([O-])(=O)C.C1(C)C=CC=CC=1P(C1C=CC=CC=1C)C1C=CC=CC=1C. The product is [N:4]1[CH:5]=[CH:6][CH:7]=[C:2](/[CH:12]=[CH:11]/[CH2:10][C@H:9]([OH:13])[CH3:8])[CH:3]=1. The yield is 0.652. (5) The yield is 0.200. The reactants are [OH:1]/[N:2]=[C:3](\Cl)/[C:4]1[CH:15]=[CH:14][C:7]2[B:8]([OH:13])[O:9][C:10]([CH3:12])([CH3:11])[C:6]=2[CH:5]=1.[F:17][C:18]1[CH:23]=[CH:22][C:21]([C:24]([C:26]([F:29])([F:28])[F:27])=[CH2:25])=[CH:20][C:19]=1[C:30]([F:33])([F:32])[F:31].Cl.CC(=O)OCC. The catalyst is CN(C=O)C. The product is [F:17][C:18]1[CH:23]=[CH:22][C:21]([C:24]2([C:26]([F:27])([F:28])[F:29])[O:1][N:2]=[C:3]([C:4]3[CH:15]=[CH:14][C:7]4[B:8]([OH:13])[O:9][C:10]([CH3:12])([CH3:11])[C:6]=4[CH:5]=3)[CH2:25]2)=[CH:20][C:19]=1[C:30]([F:31])([F:32])[F:33].